This data is from Blood-brain barrier permeability classification from the B3DB database. The task is: Regression/Classification. Given a drug SMILES string, predict its absorption, distribution, metabolism, or excretion properties. Task type varies by dataset: regression for continuous measurements (e.g., permeability, clearance, half-life) or binary classification for categorical outcomes (e.g., BBB penetration, CYP inhibition). Dataset: b3db_classification. The drug is c1ccc([C@H]2CCN(C[C@@H]3CCCc4c3ccc3c4OCO3)C2)cc1. The result is 1 (penetrates BBB).